From a dataset of Peptide-MHC class I binding affinity with 185,985 pairs from IEDB/IMGT. Regression. Given a peptide amino acid sequence and an MHC pseudo amino acid sequence, predict their binding affinity value. This is MHC class I binding data. (1) The peptide sequence is IHAEFQASL. The MHC is HLA-B15:17 with pseudo-sequence HLA-B15:17. The binding affinity (normalized) is 0.0847. (2) The peptide sequence is YPASLHKFF. The MHC is HLA-B57:01 with pseudo-sequence HLA-B57:01. The binding affinity (normalized) is 0.0847. (3) The peptide sequence is ILSEKRKDT. The MHC is HLA-A68:02 with pseudo-sequence HLA-A68:02. The binding affinity (normalized) is 0. (4) The peptide sequence is RLRDAVAQL. The MHC is BoLA-HD6 with pseudo-sequence BoLA-HD6. The binding affinity (normalized) is 0.851. (5) The peptide sequence is RISGVDRYY. The MHC is HLA-B35:01 with pseudo-sequence HLA-B35:01. The binding affinity (normalized) is 0.0775. (6) The peptide sequence is RNKKPRICTR. The MHC is HLA-A31:01 with pseudo-sequence HLA-A31:01. The binding affinity (normalized) is 0.